This data is from Catalyst prediction with 721,799 reactions and 888 catalyst types from USPTO. The task is: Predict which catalyst facilitates the given reaction. Reactant: CN(C)C=O.[CH3:6][O:7][C:8]1[CH:17]=[C:16]2[C:11]([C:12]([O:18][C:19]3[C:20]([CH3:29])=[N:21][C:22]4[C:27]([CH:28]=3)=[CH:26][CH:25]=[CH:24][CH:23]=4)=[CH:13][CH:14]=[N:15]2)=[CH:10][C:9]=1[OH:30].C(=O)([O-])[O-].[K+].[K+].[CH2:37]([CH:39]1[O:41][CH2:40]1)Br. Product: [CH3:6][O:7][C:8]1[CH:17]=[C:16]2[C:11]([C:12]([O:18][C:19]3[C:20]([CH3:29])=[N:21][C:22]4[C:27]([CH:28]=3)=[CH:26][CH:25]=[CH:24][CH:23]=4)=[CH:13][CH:14]=[N:15]2)=[CH:10][C:9]=1[O:30][CH2:37][CH:39]1[CH2:40][O:41]1. The catalyst class is: 6.